From a dataset of Peptide-MHC class I binding affinity with 185,985 pairs from IEDB/IMGT. Regression. Given a peptide amino acid sequence and an MHC pseudo amino acid sequence, predict their binding affinity value. This is MHC class I binding data. (1) The peptide sequence is YFFVKWIGK. The MHC is HLA-A11:01 with pseudo-sequence HLA-A11:01. The binding affinity (normalized) is 0.482. (2) The peptide sequence is RRIYDLIEL. The MHC is Mamu-B1001 with pseudo-sequence Mamu-B1001. The binding affinity (normalized) is 0.389. (3) The peptide sequence is MLRLFDFNK. The MHC is HLA-A03:01 with pseudo-sequence HLA-A03:01. The binding affinity (normalized) is 0.590. (4) The peptide sequence is FIFLLFLTL. The MHC is HLA-A02:03 with pseudo-sequence HLA-A02:03. The binding affinity (normalized) is 0.581. (5) The peptide sequence is FHSRFVQAL. The MHC is HLA-B39:01 with pseudo-sequence HLA-B39:01. The binding affinity (normalized) is 0.659. (6) The peptide sequence is ELLNYCVSLF. The MHC is HLA-A30:01 with pseudo-sequence HLA-A30:01. The binding affinity (normalized) is 0.256. (7) The peptide sequence is PHAATIRVL. The MHC is HLA-A02:19 with pseudo-sequence HLA-A02:19. The binding affinity (normalized) is 0.0847.